Task: Predict the reaction yield, written as a fraction of the theoretical maximum amount of product (1.0 means a 100% yield; for example, 0.34 means a 34% yield).. Dataset: Reaction yield outcomes from USPTO patents with 853,638 reactions (1) The reactants are CO[C:3]([C:5]1[N:6]=[CH:7][N:8]([C:10]2[CH:11]=[C:12]3[C:17](=[CH:18][C:19]=2[C:20]([F:23])([F:22])[F:21])[NH:16][C:15](=[O:24])[N:14]([NH:25][S:26]([CH3:29])(=[O:28])=[O:27])[C:13]3=[O:30])[CH:9]=1)=[O:4].[CH3:31][NH:32]C=O.C[O-].[Na+]. The catalyst is CN(C)C=O. The product is [CH3:31][NH:32][C:3]([C:5]1[N:6]=[CH:7][N:8]([C:10]2[CH:11]=[C:12]3[C:17](=[CH:18][C:19]=2[C:20]([F:23])([F:22])[F:21])[NH:16][C:15](=[O:24])[N:14]([NH:25][S:26]([CH3:29])(=[O:28])=[O:27])[C:13]3=[O:30])[CH:9]=1)=[O:4]. The yield is 0.700. (2) The reactants are [C:1]([O:6][CH2:7][CH3:8])(=[O:5])[C:2]([CH3:4])=O.[O-]S([O-])(=O)=O.[Mg+2].[CH3:15][NH:16][NH2:17]. The catalyst is C(Cl)(Cl)Cl. The product is [CH3:15][NH:16][N:17]=[C:2]([CH3:4])[C:1]([O:6][CH2:7][CH3:8])=[O:5]. The yield is 0.940. (3) The reactants are Br[C:2]1[CH:7]=[CH:6][CH:5]=[CH:4][C:3]=1[C:8]([F:11])([F:10])[F:9].[NH:12]1[CH2:17][CH2:16][NH:15][CH2:14][CH2:13]1.CC(C)([O-])C.[Na+]. The catalyst is C1(C)C=CC=CC=1.O1CCCC1.C([O-])(=O)C.[Pd+2].C([O-])(=O)C.C(C1C=C(C(C)C)C=C(C(C)C)C=1C1C=CC=CC=1P(C1CCCCC1)C1CCCCC1)(C)C. The product is [F:9][C:8]([F:11])([F:10])[C:3]1[CH:4]=[CH:5][C:6]([N:12]2[CH2:17][CH2:16][NH:15][CH2:14][CH2:13]2)=[CH:7][CH:2]=1. The yield is 0.960.